From a dataset of Reaction yield outcomes from USPTO patents with 853,638 reactions. Predict the reaction yield, written as a fraction of the theoretical maximum amount of product (1.0 means a 100% yield; for example, 0.34 means a 34% yield). (1) The reactants are C[O:2][C:3](=[O:21])[CH2:4][CH2:5][CH2:6][CH2:7][CH2:8][CH2:9][C:10](=[O:20])[NH:11][O:12][CH:13]([O:15][CH2:16][CH:17]([CH3:19])[CH3:18])[CH3:14].O.[OH-].[Li+]. The catalyst is C1COCC1. The product is [CH2:16]([O:15][CH:13]([O:12][NH:11][C:10]([CH2:9][CH2:8][CH2:7][CH2:6][CH2:5][CH2:4][C:3]([OH:21])=[O:2])=[O:20])[CH3:14])[CH:17]([CH3:19])[CH3:18]. The yield is 0.830. (2) The reactants are COC1C=CC(C[N:10]2[C:15]3[CH:16]=[C:17]([O:20][C:21]([F:24])([F:23])[F:22])[CH:18]=[CH:19][C:14]=3[O:13][C:12]([CH3:28])([C:25]([OH:27])=[O:26])[CH2:11]2)=CC=1.[ClH:29]. The catalyst is CO.[OH-].[OH-].[Pd+2]. The product is [ClH:29].[CH3:28][C:12]1([C:25]([OH:27])=[O:26])[CH2:11][NH:10][C:15]2[CH:16]=[C:17]([O:20][C:21]([F:22])([F:23])[F:24])[CH:18]=[CH:19][C:14]=2[O:13]1. The yield is 0.850. (3) The reactants are [F:1][C:2]1[CH:24]=[CH:23][C:5]([C:6]([NH:8][C:9]2[CH:14]=[C:13]([O:15][C:16]3[CH:17]=[N:18][CH:19]=[CH:20][CH:21]=3)[CH:12]=[C:11](I)[CH:10]=2)=[O:7])=[CH:4][CH:3]=1. The catalyst is C1COCC1.Cl[Pd](Cl)([P](C1C=CC=CC=1)(C1C=CC=CC=1)C1C=CC=CC=1)[P](C1C=CC=CC=1)(C1C=CC=CC=1)C1C=CC=CC=1. The product is [F:1][C:2]1[CH:24]=[CH:23][C:5]([C:6]([NH:8][C:9]2[CH:14]=[C:13]([O:15][C:16]3[CH:17]=[N:18][CH:19]=[CH:20][CH:21]=3)[CH:12]=[C:11]([C:17]3[CH:16]=[CH:21][CH:20]=[CH:19][N:18]=3)[CH:10]=2)=[O:7])=[CH:4][CH:3]=1. The yield is 0.190. (4) The reactants are [NH2:1][C:2]([NH2:4])=[S:3].Br[CH:6]([C:10]1[CH:15]=[CH:14][C:13]([Cl:16])=[C:12]([S:17]([CH3:20])(=[O:19])=[O:18])[CH:11]=1)[C:7]([CH3:9])=O. The catalyst is C(O)C. The product is [Cl:16][C:13]1[CH:14]=[CH:15][C:10]([C:6]2[S:3][C:2]([NH2:4])=[N:1][C:7]=2[CH3:9])=[CH:11][C:12]=1[S:17]([CH3:20])(=[O:18])=[O:19]. The yield is 0.810. (5) The reactants are [NH2:1][C:2]1[CH:26]=[CH:25][C:5]([O:6][C:7]2[N:12]=[CH:11][N:10]=[C:9]([NH:13][C:14](=[O:24])[N:15]([CH3:23])[CH:16]3[CH2:21][CH2:20][N:19]([CH3:22])[CH2:18][CH2:17]3)[CH:8]=2)=[C:4]([F:27])[CH:3]=1.CC1(C)C2(CS(O)(=O)=O)C(CC1CC2)=O.[F:43][C:44]1[CH:49]=[CH:48][C:47]([CH2:50][C:51]([N:53]=[C:54]=[S:55])=[O:52])=[CH:46][CH:45]=1.C(=O)([O-])O.[Na+]. The catalyst is C(O)C.C1(C)C=CC=CC=1.C(OCC)(=O)C. The product is [F:27][C:4]1[CH:3]=[C:2]([NH:1][C:54]([NH:53][C:51](=[O:52])[CH2:50][C:47]2[CH:48]=[CH:49][C:44]([F:43])=[CH:45][CH:46]=2)=[S:55])[CH:26]=[CH:25][C:5]=1[O:6][C:7]1[N:12]=[CH:11][N:10]=[C:9]([NH:13][C:14](=[O:24])[N:15]([CH3:23])[CH:16]2[CH2:21][CH2:20][N:19]([CH3:22])[CH2:18][CH2:17]2)[CH:8]=1. The yield is 0.368. (6) The yield is 0.0900. The product is [C:1]([O:5][C:6]([N:8]1[CH2:13][CH2:12][CH:11]([NH:14][C:18]2[N:19]=[CH:20][C:21]([C:24]3[CH:25]=[CH:26][C:27]([O:30][CH3:31])=[CH:28][CH:29]=3)=[CH:22][N:23]=2)[CH2:10][CH2:9]1)=[O:7])([CH3:4])([CH3:2])[CH3:3]. The catalyst is CN(C=O)C. The reactants are [C:1]([O:5][C:6]([N:8]1[CH2:13][CH2:12][CH:11]([NH2:14])[CH2:10][CH2:9]1)=[O:7])([CH3:4])([CH3:3])[CH3:2].[H-].[Na+].Cl[C:18]1[N:23]=[CH:22][C:21]([C:24]2[CH:29]=[CH:28][C:27]([O:30][CH3:31])=[CH:26][CH:25]=2)=[CH:20][N:19]=1.